From a dataset of Reaction yield outcomes from USPTO patents with 853,638 reactions. Predict the reaction yield, written as a fraction of the theoretical maximum amount of product (1.0 means a 100% yield; for example, 0.34 means a 34% yield). (1) The reactants are [CH2:1]([N:3]1[C:11]2[C:6](=[CH:7][CH:8]=[CH:9][CH:10]=2)[CH2:5][C:4]1=[O:12])[CH3:2].[N+:13]([O-])([O-:15])=[O:14].[Na+]. The catalyst is FC(F)(F)C(O)=O. The product is [CH2:1]([N:3]1[C:11]2[C:6](=[CH:7][C:8]([N+:13]([O-:15])=[O:14])=[CH:9][CH:10]=2)[CH2:5][C:4]1=[O:12])[CH3:2]. The yield is 0.720. (2) The yield is 0.820. The reactants are C[O:2][C:3]([C@@H:5]1[CH2:8][CH2:7][N:6]1[C:9]1[C:18]([N+:19]([O-])=O)=[CH:17][C:12]([C:13]([O:15][CH3:16])=[O:14])=[CH:11][N:10]=1)=O.P(OC1C=CC=CC=1)(OC1C=CC=CC=1)OC1C=CC=CC=1. The product is [O:2]=[C:3]1[NH:19][C:18]2[CH:17]=[C:12]([C:13]([O:15][CH3:16])=[O:14])[CH:11]=[N:10][C:9]=2[N:6]2[CH2:7][CH2:8][C@@H:5]12. The catalyst is ClCCl.[NH4+].[O-][V](=O)=O.[Pt]. (3) The reactants are Br[C:2]1[S:3][CH:4]=[CH:5][N:6]=1.[CH2:7](N(CC)CC)[CH3:8].CC[CH2:16][CH2:17][CH2:18]C.C([O:23][CH2:24][CH3:25])(=O)C. The catalyst is COCCOC.[Cu]I.Cl[Pd](Cl)([P](C1C=CC=CC=1)(C1C=CC=CC=1)C1C=CC=CC=1)[P](C1C=CC=CC=1)(C1C=CC=CC=1)C1C=CC=CC=1. The product is [S:3]1[CH:4]=[CH:5][N:6]=[C:2]1[C:7]#[C:8][C:24]1([OH:23])[CH2:25][CH2:18][CH2:17][CH2:16]1. The yield is 0.520. (4) The reactants are [C:1]([NH:4][C:5]1[CH:13]=[CH:12][C:8]([C:9]([OH:11])=O)=[CH:7][CH:6]=1)(=[O:3])[CH3:2].CN(C=O)C.C(Cl)(=O)C(Cl)=O.[NH2:25][C:26]1[S:30][C:29]([NH:31][C:32]2[CH:41]=[CH:40][C:39]3[C:34](=[CH:35][CH:36]=[CH:37][CH:38]=3)[CH:33]=2)=[N:28][C:27]=1[C:42]([NH2:44])=[O:43]. The catalyst is C1COCC1.N1C=CC=CC=1. The product is [C:1]([NH:4][C:5]1[CH:6]=[CH:7][C:8]([C:9]([NH:25][C:26]2[S:30][C:29]([NH:31][C:32]3[CH:41]=[CH:40][C:39]4[C:34](=[CH:35][CH:36]=[CH:37][CH:38]=4)[CH:33]=3)=[N:28][C:27]=2[C:42]([NH2:44])=[O:43])=[O:11])=[CH:12][CH:13]=1)(=[O:3])[CH3:2]. The yield is 0.0370. (5) The reactants are [CH2:1]([O:3][C:4](=[O:48])[CH2:5][CH2:6][CH2:7][O:8][C:9]1[CH:14]=[CH:13][CH:12]=[C:11]([CH2:15][CH2:16][CH2:17][CH2:18][CH2:19][CH2:20][O:21][C:22]2[CH:23]=[C:24]([C:33]3[CH:38]=[CH:37][C:36](F)=[C:35](F)[CH:34]=3)[CH:25]=[C:26]([C:28](=[O:32])[N:29]([CH3:31])[CH3:30])[CH:27]=2)[C:10]=1[CH2:41][CH2:42][C:43]([O:45][CH2:46][CH3:47])=[O:44])[CH3:2].C(OC(=O)CCCOC1C=CC=C(CCCCCCOC2C=C(C(N3CC[C:80]([F:84])([F:83])[CH2:79]3)=O)C=C(Br)C=2)C=1CCC(OCC)=O)C.C1(B(O)O)C=CC=CC=1.C(=O)([O-])[O-].[Cs+].[Cs+]. The catalyst is COCCOC.C1C=CC(P(C2C=CC=CC=2)[C-]2C=CC=C2)=CC=1.C1C=CC(P(C2C=CC=CC=2)[C-]2C=CC=C2)=CC=1.Cl[Pd]Cl.[Fe+2]. The product is [CH2:1]([O:3][C:4](=[O:48])[CH2:5][CH2:6][CH2:7][O:8][C:9]1[CH:14]=[CH:13][CH:12]=[C:11]([CH2:15][CH2:16][CH2:17][CH2:18][CH2:19][CH2:20][O:21][C:22]2[CH:23]=[C:24]([C:33]3[CH:38]=[CH:37][CH:36]=[CH:35][CH:34]=3)[CH:25]=[C:26]([C:28]([N:29]3[CH2:30][CH2:79][C:80]([F:84])([F:83])[CH2:31]3)=[O:32])[CH:27]=2)[C:10]=1[CH2:41][CH2:42][C:43]([O:45][CH2:46][CH3:47])=[O:44])[CH3:2]. The yield is 0.580.